Dataset: Full USPTO retrosynthesis dataset with 1.9M reactions from patents (1976-2016). Task: Predict the reactants needed to synthesize the given product. (1) Given the product [CH2:27]([N:4]([CH2:1][CH2:2][CH3:3])[CH2:5][CH2:6][CH2:7][CH2:8][N:9]1[CH2:17][C:16]2[C:11](=[CH:12][C:13]([CH2:18][N:19]([CH2:20][C:21]3[NH:22][CH:23]=[CH:24][N:25]=3)[CH2:36][C:32]3[N:31]([CH3:30])[CH:35]=[CH:34][N:33]=3)=[CH:14][CH:15]=2)[C:10]1=[O:26])[CH2:28][CH3:29], predict the reactants needed to synthesize it. The reactants are: [CH2:1]([N:4]([CH2:27][CH2:28][CH3:29])[CH2:5][CH2:6][CH2:7][CH2:8][N:9]1[CH2:17][C:16]2[C:11](=[CH:12][C:13]([CH2:18][NH:19][CH2:20][C:21]3[NH:22][CH:23]=[CH:24][N:25]=3)=[CH:14][CH:15]=2)[C:10]1=[O:26])[CH2:2][CH3:3].[CH3:30][N:31]1[CH:35]=[CH:34][N:33]=[C:32]1[CH:36]=O.C([BH3-])#N.[Na+].C(=O)([O-])O.[Na+]. (2) Given the product [S:1]1[CH:5]=[CH:4][N:3]2[CH:6]=[C:7]([C:9]([NH:15][NH2:16])=[O:11])[N:8]=[C:2]12, predict the reactants needed to synthesize it. The reactants are: [S:1]1[CH:5]=[CH:4][N:3]2[CH:6]=[C:7]([C:9]([O:11]CC)=O)[N:8]=[C:2]12.O.[NH2:15][NH2:16]. (3) Given the product [Cl:3][C:4]1[CH:5]=[C:6]([CH3:11])[C:7](=[O:10])[N:8]([CH3:12])[N:9]=1, predict the reactants needed to synthesize it. The reactants are: CI.[Cl:3][C:4]1[CH:5]=[C:6]([CH3:11])[C:7](=[O:10])[NH:8][N:9]=1.[C:12]([O-])([O-])=O.[K+].[K+].O.